Task: Predict which catalyst facilitates the given reaction.. Dataset: Catalyst prediction with 721,799 reactions and 888 catalyst types from USPTO (1) Reactant: [Br:1][C:2]1[CH:3]=[C:4]([N:8]2[CH:13]=[C:12]([O:14][CH2:15][C:16]3[CH:21]=[CH:20][C:19]([O:22][CH3:23])=[CH:18][CH:17]=3)[C:11](=[O:24])[CH:10]=[C:9]2[CH:25]=[O:26])[CH:5]=[CH:6][CH:7]=1.[F:27][C:28]([Si](C)(C)C)([F:30])[F:29].[F-].C([N+](CCCC)(CCCC)CCCC)CCC. Product: [Br:1][C:2]1[CH:3]=[C:4]([N:8]2[CH:13]=[C:12]([O:14][CH2:15][C:16]3[CH:21]=[CH:20][C:19]([O:22][CH3:23])=[CH:18][CH:17]=3)[C:11](=[O:24])[CH:10]=[C:9]2[CH:25]([OH:26])[C:28]([F:30])([F:29])[F:27])[CH:5]=[CH:6][CH:7]=1. The catalyst class is: 266. (2) Reactant: [C:9](O[C:9]([O:11][C:12]([CH3:15])([CH3:14])[CH3:13])=[O:10])([O:11][C:12]([CH3:15])([CH3:14])[CH3:13])=[O:10].[O:16]=[C:17]1[CH2:22][CH2:21][NH:20][CH2:19][CH:18]1[C:23]([O:25][CH3:26])=[O:24].C(N(CC)CC)C. Product: [O:16]=[C:17]1[CH2:22][CH2:21][N:20]([C:9]([O:11][C:12]([CH3:13])([CH3:14])[CH3:15])=[O:10])[CH2:19][CH:18]1[C:23]([O:25][CH3:26])=[O:24]. The catalyst class is: 64. (3) Reactant: [F:1][C:2]1([F:13])[CH2:7][NH:6][CH2:5][CH:4]([C:8]([N:10]([CH3:12])[CH3:11])=[O:9])[CH2:3]1.C(N(CC)CC)C.[NH2:21][C:22]1[C:27]([N+:28]([O-:30])=[O:29])=[CH:26][CH:25]=[C:24](Cl)[N:23]=1. Product: [NH2:21][C:22]1[N:23]=[C:24]([N:6]2[CH2:7][C:2]([F:1])([F:13])[CH2:3][CH:4]([C:8]([N:10]([CH3:11])[CH3:12])=[O:9])[CH2:5]2)[CH:25]=[CH:26][C:27]=1[N+:28]([O-:30])=[O:29]. The catalyst class is: 16.